Dataset: Forward reaction prediction with 1.9M reactions from USPTO patents (1976-2016). Task: Predict the product of the given reaction. (1) Given the reactants Cl[C:2]1[CH:3]=[CH:4][C:5]([O:20][CH3:21])=[C:6]([C:8]2[CH:13]=[CH:12][C:11]([S:14]([CH2:17][CH3:18])(=[O:16])=[O:15])=[CH:10][C:9]=2[F:19])[CH:7]=1.C([O-])(=O)C.[K+].[B:27]1([B:27]2[O:31][C:30]([CH3:33])([CH3:32])[C:29]([CH3:35])([CH3:34])[O:28]2)[O:31][C:30]([CH3:33])([CH3:32])[C:29]([CH3:35])([CH3:34])[O:28]1.C1(P(C2CCCCC2)C2CCCCC2)CCCCC1, predict the reaction product. The product is: [CH2:17]([S:14]([C:11]1[CH:12]=[CH:13][C:8]([C:6]2[C:5]([O:20][CH3:21])=[CH:4][CH:3]=[C:2]([B:27]3[O:31][C:30]([CH3:33])([CH3:32])[C:29]([CH3:35])([CH3:34])[O:28]3)[CH:7]=2)=[C:9]([F:19])[CH:10]=1)(=[O:16])=[O:15])[CH3:18]. (2) Given the reactants [NH:1]1[CH2:6][CH2:5][CH2:4][CH2:3]C1.C(C[C:10]([O:12][CH2:13][CH3:14])=[O:11])#N.C(=O)C, predict the reaction product. The product is: [C:6](/[C:5](=[CH:4]\[CH3:3])/[C:10]([O:12][CH2:13][CH3:14])=[O:11])#[N:1]. (3) The product is: [CH:21]1[C:29]2[C:28]3[CH:30]=[CH:31][CH:32]=[CH:33][C:27]=3[O:26][C:25]=2[CH:24]=[CH:23][C:22]=1[CH2:34][N:1]1[CH:2]([C:11]2[C:16]([O:17][CH3:18])=[CH:15][CH:14]=[CH:13][C:12]=2[O:19][CH3:20])[CH2:3][CH2:4][CH2:5][CH2:6][C:7]1=[O:9]. Given the reactants [NH2:1][CH:2]([C:11]1[C:16]([O:17][CH3:18])=[CH:15][CH:14]=[CH:13][C:12]=1[O:19][CH3:20])[CH2:3][CH2:4][CH2:5][CH2:6][C:7]([O:9]C)=O.[CH:21]1[C:29]2[C:28]3[CH:30]=[CH:31][CH:32]=[CH:33][C:27]=3[O:26][C:25]=2[CH:24]=[CH:23][C:22]=1[CH:34]=O, predict the reaction product. (4) Given the reactants [C:1]([C:5]1[CH:6]=[C:7]([N:14]2[CH:19]=[CH:18][C:17](=[O:20])[NH:16][C:15]2=[O:21])[CH:8]=[C:9](I)[C:10]=1[O:11][CH3:12])([CH3:4])([CH3:3])[CH3:2].[OH:22][C:23]1[CH:24]=[C:25]2[C:30](=[CH:31][CH:32]=1)[CH:29]=[C:28](B(O)O)[CH:27]=[CH:26]2.[O-]P([O-])([O-])=O.[K+].[K+].[K+].CC12CC3(C)OC(C)(CC(C)(O3)O1)P2C1C=CC=CC=1, predict the reaction product. The product is: [C:1]([C:5]1[CH:6]=[C:7]([N:14]2[CH:19]=[CH:18][C:17](=[O:20])[NH:16][C:15]2=[O:21])[CH:8]=[C:9]([C:28]2[CH:27]=[CH:26][C:25]3[C:30](=[CH:31][CH:32]=[C:23]([OH:22])[CH:24]=3)[CH:29]=2)[C:10]=1[O:11][CH3:12])([CH3:4])([CH3:3])[CH3:2]. (5) Given the reactants [CH2:1]([S:3]([N:6]1[CH2:11][CH2:10][CH:9]([C:12]2[C:20]3[C:15](=[C:16]([C:29]([NH2:31])=[O:30])[CH:17]=[C:18]([C:21]4[CH:26]=[CH:25][C:24]([CH:27]=O)=[CH:23][CH:22]=4)[CH:19]=3)[NH:14][CH:13]=2)[CH2:8][CH2:7]1)(=[O:5])=[O:4])[CH3:2].[CH3:32][CH2:33][CH:34]([NH2:37])[CH2:35][CH3:36].C(O[BH-](OC(=O)C)OC(=O)C)(=O)C.[Na+], predict the reaction product. The product is: [CH2:33]([CH:34]([NH:37][CH2:27][C:24]1[CH:23]=[CH:22][C:21]([C:18]2[CH:19]=[C:20]3[C:15](=[C:16]([C:29]([NH2:31])=[O:30])[CH:17]=2)[NH:14][CH:13]=[C:12]3[CH:9]2[CH2:10][CH2:11][N:6]([S:3]([CH2:1][CH3:2])(=[O:4])=[O:5])[CH2:7][CH2:8]2)=[CH:26][CH:25]=1)[CH2:35][CH3:36])[CH3:32]. (6) Given the reactants [N:1]1([C:8]([O:10][C:11]([CH3:14])([CH3:13])[CH3:12])=[O:9])[CH2:7][CH2:6][CH2:5][NH:4][CH2:3][CH2:2]1.CCN(C(C)C)C(C)C.F[P-](F)(F)(F)(F)F.N1(O[P+](N(C)C)(N(C)C)N(C)C)C2C=CC=CC=2N=N1.C(O)(=O)[CH2:52][C:53]([CH2:58][C:59](O)=O)([C:55]([OH:57])=O)[OH:54], predict the reaction product. The product is: [C:11]([O:10][C:8]([N:1]1[CH2:7][CH2:6][CH2:5][N:4]([C:55]([C:53]2([OH:54])[CH2:52][CH2:59][CH2:58]2)=[O:57])[CH2:3][CH2:2]1)=[O:9])([CH3:14])([CH3:13])[CH3:12]. (7) Given the reactants [C:1]([NH:4][C:5]1[C:14]2[C:9](=[CH:10][CH:11]=[CH:12][CH:13]=2)[C:8]([S:15]([OH:18])(=O)=[O:16])=[CH:7][CH:6]=1)(=[O:3])[CH3:2].[Cl:19]S(O)(=O)=O, predict the reaction product. The product is: [C:1]([NH:4][C:5]1[C:14]2[C:9](=[CH:10][CH:11]=[CH:12][CH:13]=2)[C:8]([S:15]([Cl:19])(=[O:18])=[O:16])=[CH:7][CH:6]=1)(=[O:3])[CH3:2].